Dataset: Forward reaction prediction with 1.9M reactions from USPTO patents (1976-2016). Task: Predict the product of the given reaction. (1) Given the reactants [Cl:1][C:2]1[CH:7]=[CH:6][C:5]([N:8]([CH2:10][CH2:11][C:12]2[CH:13]=[N:14][C:15]([CH3:18])=[N:16][CH:17]=2)N)=[CH:4][CH:3]=1.CO[CH:21](OC)[CH2:22][CH2:23][CH2:24][NH:25][CH3:26], predict the reaction product. The product is: [Cl:1][C:2]1[CH:7]=[C:6]2[C:5](=[CH:4][CH:3]=1)[N:8]([CH2:10][CH2:11][C:12]1[CH:13]=[N:14][C:15]([CH3:18])=[N:16][CH:17]=1)[CH:21]=[C:22]2[CH2:23][CH2:24][NH:25][CH3:26]. (2) Given the reactants P(Cl)(Cl)(Cl)=O.[NH:6]1[C:14]2[C:9](=[CH:10][CH:11]=[CH:12][C:13]=2[C:15]([O:17][CH3:18])=[O:16])[CH:8]=[CH:7]1.[Cl-].O[NH3+].O.[CH3:23][N:24](C)C=O, predict the reaction product. The product is: [C:23]([C:8]1[C:9]2[C:14](=[C:13]([C:15]([O:17][CH3:18])=[O:16])[CH:12]=[CH:11][CH:10]=2)[NH:6][CH:7]=1)#[N:24]. (3) Given the reactants [OH:1][CH2:2][C@H:3]1[O:11][C@H:10]2[C@H:6]([N:7]=[C:8]([N:12]([CH3:20])C(=O)OC(C)(C)C)[S:9]2)[C@@H:5]([O:21]CC2C=CC(OC)=CC=2)[C@@H:4]1[O:31]CC1C=CC(OC)=CC=1.C1[C:46](=O)[N:45](OC(O[N:45]2[C:46](=O)CC[C:43]2=[O:44])=O)[C:43](=[O:44])C1.CCN(CC)CC.C(=O)([O-])[O-].[K+].[K+].CN.C(O)(C(F)(F)F)=O, predict the reaction product. The product is: [CH3:46][NH:45][C:43](=[O:44])[O:1][CH2:2][C@H:3]1[O:11][C@H:10]2[C@H:6]([N:7]=[C:8]([NH:12][CH3:20])[S:9]2)[C@@H:5]([OH:21])[C@@H:4]1[OH:31]. (4) Given the reactants [F:1][C:2]1[CH:7]=[CH:6][CH:5]=[CH:4][N:3]=1.[Li+].CC([N-]C(C)C)C.[CH:16]1([CH:22]=[O:23])[CH2:21][CH2:20][CH2:19][CH2:18][CH2:17]1, predict the reaction product. The product is: [CH:16]1([CH:22]([C:7]2[C:2]([F:1])=[N:3][CH:4]=[CH:5][CH:6]=2)[OH:23])[CH2:21][CH2:20][CH2:19][CH2:18][CH2:17]1. (5) Given the reactants [BH4-].[Na+].FC(F)(F)C(O)=O.[Br:10][C:11]1[CH:12]=[CH:13][C:14]([O:29][CH3:30])=[C:15]([CH:17]([C:19]2[C:28]3[C:23](=[CH:24][CH:25]=[CH:26][CH:27]=3)[CH:22]=[CH:21][CH:20]=2)O)[CH:16]=1.[OH-].[Na+], predict the reaction product. The product is: [Br:10][C:11]1[CH:12]=[CH:13][C:14]([O:29][CH3:30])=[C:15]([CH:16]=1)[CH2:17][C:19]1[C:28]2[C:23](=[CH:24][CH:25]=[CH:26][CH:27]=2)[CH:22]=[CH:21][CH:20]=1. (6) Given the reactants [N:1]1([CH2:6][C:7]#[C:8][C:9]2[CH:14]=[CH:13][N:12]=[CH:11][C:10]=2[NH:15][C:16](=[O:22])[O:17][C:18]([CH3:21])([CH3:20])[CH3:19])[CH2:5][CH2:4][CH2:3][CH2:2]1, predict the reaction product. The product is: [N:1]1([CH2:6][CH2:7][CH2:8][C:9]2[CH:14]=[CH:13][N:12]=[CH:11][C:10]=2[NH:15][C:16](=[O:22])[O:17][C:18]([CH3:20])([CH3:19])[CH3:21])[CH2:5][CH2:4][CH2:3][CH2:2]1.